This data is from Forward reaction prediction with 1.9M reactions from USPTO patents (1976-2016). The task is: Predict the product of the given reaction. (1) Given the reactants [CH2:1]([O:3][C:4](=[O:25])[C:5]1[CH:10]=[CH:9][CH:8]=[C:7]([S:11][C:12]2[C:20]3[C:15](=[CH:16][C:17]([Cl:21])=[CH:18][CH:19]=3)[NH:14][C:13]=2[CH3:22])[C:6]=1[O:23][CH3:24])[CH3:2].Br[C:27]1[CH:28]=[N:29][N:30]([CH3:32])[CH:31]=1, predict the reaction product. The product is: [CH2:1]([O:3][C:4](=[O:25])[C:5]1[CH:10]=[CH:9][CH:8]=[C:7]([S:11][C:12]2[C:20]3[C:15](=[CH:16][C:17]([Cl:21])=[CH:18][CH:19]=3)[N:14]([C:27]3[CH:28]=[N:29][N:30]([CH3:32])[CH:31]=3)[C:13]=2[CH3:22])[C:6]=1[O:23][CH3:24])[CH3:2]. (2) Given the reactants [Br:1][C:2]1[CH:35]=[CH:34][C:5]([CH2:6][C:7]2[N:8]([C:20]3[CH:25]=[CH:24][C:23]([N:26]4[S:30](=[O:32])(=[O:31])[NH:29][C:28](=[O:33])[CH2:27]4)=[CH:22][CH:21]=3)[CH:9]=[C:10]([C:12]3[CH:17]=[CH:16][C:15]([Cl:18])=[CH:14][C:13]=3[Cl:19])[N:11]=2)=[CH:4][CH:3]=1.[CH3:36][Si:37]([CH3:44])([CH3:43])[CH2:38][CH2:39][O:40][CH2:41]Cl, predict the reaction product. The product is: [Br:1][C:2]1[CH:35]=[CH:34][C:5]([CH2:6][C:7]2[N:8]([C:20]3[CH:21]=[CH:22][C:23]([N:26]4[S:30](=[O:32])(=[O:31])[N:29]([CH2:41][O:40][CH2:39][CH2:38][Si:37]([CH3:44])([CH3:43])[CH3:36])[C:28](=[O:33])[CH2:27]4)=[CH:24][CH:25]=3)[CH:9]=[C:10]([C:12]3[CH:17]=[CH:16][C:15]([Cl:18])=[CH:14][C:13]=3[Cl:19])[N:11]=2)=[CH:4][CH:3]=1.